Task: Binary Classification. Given a T-cell receptor sequence (or CDR3 region) and an epitope sequence, predict whether binding occurs between them.. Dataset: TCR-epitope binding with 47,182 pairs between 192 epitopes and 23,139 TCRs The epitope is NEGVKAAW. The TCR CDR3 sequence is CASSIFGEQFF. Result: 1 (the TCR binds to the epitope).